From a dataset of Full USPTO retrosynthesis dataset with 1.9M reactions from patents (1976-2016). Predict the reactants needed to synthesize the given product. (1) Given the product [C:46]1([CH2:52][CH2:53][N:15]2[C:24]3[C:19](=[CH:20][CH:21]=[CH:22][C:23]=3[CH2:25][NH:26][C:27]3[CH:28]=[CH:29][C:30]([C@@H:33]4[CH2:34][C@H:12]4[C:11]([OH:10])=[O:13])=[CH:31][CH:32]=3)[CH2:18][CH2:17][CH2:16]2)[CH:51]=[CH:50][CH:49]=[CH:48][CH:47]=1, predict the reactants needed to synthesize it. The reactants are: [C:11]([O:10][BH-]([O:10][C:11](=[O:13])[CH3:12])[O:10][C:11](=[O:13])[CH3:12])(=[O:13])[CH3:12].[Na+].[NH:15]1[C:24]2[C:19](=[CH:20][CH:21]=[CH:22][C:23]=2[CH2:25][N:26](C(=O)C(F)(F)F)[C:27]2[CH:32]=[CH:31][C:30]([C@@H:33]3C[C@H:34]3C(OC)=O)=[CH:29][CH:28]=2)[CH2:18][CH2:17][CH2:16]1.[C:46]1([CH2:52][CH:53]=O)[CH:51]=[CH:50][CH:49]=[CH:48][CH:47]=1.[BH4-].[Na+]. (2) Given the product [CH3:19][O:20][N:21]=[C:5]1[C:4]2[C:9](=[C:10]([CH3:13])[C:11]([CH3:12])=[C:2]([OH:1])[C:3]=2[CH3:17])[S:8][C:7]([CH3:15])([CH3:14])[CH2:6]1, predict the reactants needed to synthesize it. The reactants are: [OH:1][C:2]1[C:3]([CH3:17])=[C:4]2[C:9](=[C:10]([CH3:13])[C:11]=1[CH3:12])[S:8][C:7]([CH3:15])([CH3:14])[CH2:6][C:5]2=O.Cl.[CH3:19][O:20][NH2:21]. (3) Given the product [CH3:11][N:12]([CH2:15][CH:7]1[C:6](=[O:9])[CH2:5][CH2:4][C:3]2([CH2:2][CH2:1]2)[CH2:8]1)[CH3:13], predict the reactants needed to synthesize it. The reactants are: [CH2:1]1[C:3]2([CH2:8][CH2:7][C:6](=[O:9])[CH2:5][CH2:4]2)[CH2:2]1.Cl.[CH3:11][NH:12][CH3:13].Cl.[C:15]([O-])([O-])=O.[K+].[K+]. (4) Given the product [C:17]1([C:15]2[S:16][C:11]3[CH:10]=[C:9]([C:7]([OH:8])=[O:6])[NH:13][C:12]=3[CH:14]=2)[CH:18]=[CH:19][CH:20]=[CH:21][CH:22]=1, predict the reactants needed to synthesize it. The reactants are: O[Li].O.C([O:6][C:7]([C:9]1[NH:13][C:12]2[CH:14]=[C:15]([C:17]3[CH:22]=[CH:21][CH:20]=[CH:19][CH:18]=3)[S:16][C:11]=2[CH:10]=1)=[O:8])C.C1COCC1.O. (5) Given the product [F:41][C:36]1[CH:35]=[CH:34][C:33]([CH2:32][O:7][C:8]2[CH:15]=[C:14]([O:16][CH2:17][C:18]3[C:19]([CH3:30])=[C:20]([C:24]4[CH:29]=[CH:28][CH:27]=[CH:26][CH:25]=4)[CH:21]=[CH:22][CH:23]=3)[CH:13]=[CH:12][C:9]=2[CH:10]=[O:11])=[CH:40][C:37]=1[C:38]#[N:39], predict the reactants needed to synthesize it. The reactants are: C(=O)([O-])[O-].[K+].[K+].[OH:7][C:8]1[CH:15]=[C:14]([O:16][CH2:17][C:18]2[C:19]([CH3:30])=[C:20]([C:24]3[CH:29]=[CH:28][CH:27]=[CH:26][CH:25]=3)[CH:21]=[CH:22][CH:23]=2)[CH:13]=[CH:12][C:9]=1[CH:10]=[O:11].Br[CH2:32][C:33]1[CH:34]=[CH:35][C:36]([F:41])=[C:37]([CH:40]=1)[C:38]#[N:39].Cl. (6) Given the product [CH:9]1([N:1]2[CH2:5][CH2:4][CH2:3][C@H:2]2[C:6]([OH:8])=[O:7])[CH2:12][CH2:11][CH2:10]1, predict the reactants needed to synthesize it. The reactants are: [NH:1]1[CH2:5][CH2:4][CH2:3][C@H:2]1[C:6]([OH:8])=[O:7].[C:9]1(=O)[CH2:12][CH2:11][CH2:10]1. (7) Given the product [CH:22]1([CH2:21][O:12][C:5]2[CH:6]=[C:7]([CH:10]=[CH:11][C:4]=2[O:3][CH:2]([F:13])[F:1])[CH:8]=[O:9])[CH2:24][CH2:23]1, predict the reactants needed to synthesize it. The reactants are: [F:1][CH:2]([F:13])[O:3][C:4]1[CH:11]=[CH:10][C:7]([CH:8]=[O:9])=[CH:6][C:5]=1[OH:12].C(=O)([O-])[O-].[K+].[K+].Br[CH2:21][CH:22]1[CH2:24][CH2:23]1. (8) Given the product [Cl:22][C:5]1[C:6]([C:8]2[C:9](=[O:21])[N:10]([CH2:19][CH3:20])[C:11]3[C:16]([CH:17]=2)=[CH:15][N:14]=[C:13]([Cl:18])[CH:12]=3)=[CH:7][C:2]([NH:1][C:33]([NH:32][C:27]2[CH:28]=[C:29]([F:31])[CH:30]=[C:25]([F:24])[CH:26]=2)=[O:34])=[C:3]([F:23])[CH:4]=1, predict the reactants needed to synthesize it. The reactants are: [NH2:1][C:2]1[C:3]([F:23])=[CH:4][C:5]([Cl:22])=[C:6]([C:8]2[C:9](=[O:21])[N:10]([CH2:19][CH3:20])[C:11]3[C:16]([CH:17]=2)=[CH:15][N:14]=[C:13]([Cl:18])[CH:12]=3)[CH:7]=1.[F:24][C:25]1[CH:26]=[C:27]([N:32]=[C:33]=[O:34])[CH:28]=[C:29]([F:31])[CH:30]=1. (9) The reactants are: [O:1]=[S:2]1(=[O:19])[CH2:7][CH2:6][N:5]([C:8]([N:10]2[CH2:15][CH2:14][CH2:13][CH2:12][C@H:11]2[C:16]([OH:18])=O)=[O:9])[CH2:4][CH2:3]1.[NH2:20][C:21]1[S:22][C:23]([CH2:32][CH3:33])=[C:24]([C:26]2[CH:31]=[CH:30][CH:29]=[CH:28][CH:27]=2)[N:25]=1.C(OC1C=CC2C(=CC=CC=2)N1C(OCC)=O)C. Given the product [CH2:32]([C:23]1[S:22][C:21]([NH:20][C:16]([C@@H:11]2[CH2:12][CH2:13][CH2:14][CH2:15][N:10]2[C:8]([N:5]2[CH2:4][CH2:3][S:2](=[O:1])(=[O:19])[CH2:7][CH2:6]2)=[O:9])=[O:18])=[N:25][C:24]=1[C:26]1[CH:31]=[CH:30][CH:29]=[CH:28][CH:27]=1)[CH3:33], predict the reactants needed to synthesize it. (10) Given the product [Cl:1][C:2]1[CH:3]=[C:4]([C@@H:8]2[C@@H:13]([C:14]3[CH:15]=[CH:16][C:17]([Cl:20])=[CH:18][CH:19]=3)[N:12]([CH:31]3[CH2:36][CH2:35][CH:34]=[CH:37]3)[C:11](=[O:21])[C@:10]([CH2:23][CH:24]3[CH2:28][O:27][C:26]([CH3:30])([CH3:29])[O:25]3)([CH3:22])[CH2:9]2)[CH:5]=[CH:6][CH:7]=1, predict the reactants needed to synthesize it. The reactants are: [Cl:1][C:2]1[CH:3]=[C:4]([C@@H:8]2[C@@H:13]([C:14]3[CH:19]=[CH:18][C:17]([Cl:20])=[CH:16][CH:15]=3)[NH:12][C:11](=[O:21])[C@:10]([CH2:23][CH:24]3[CH2:28][O:27][C:26]([CH3:30])([CH3:29])[O:25]3)([CH3:22])[CH2:9]2)[CH:5]=[CH:6][CH:7]=1.[C:31]1([CH3:37])[CH:36]=[CH:35][CH:34]=CC=1.C([Li])CCC.BrC1CCC=C1.